From a dataset of Full USPTO retrosynthesis dataset with 1.9M reactions from patents (1976-2016). Predict the reactants needed to synthesize the given product. The reactants are: [NH2:1][C:2]([NH2:4])=[S:3].Br[CH:6]([CH:12]([CH3:14])[CH3:13])[C:7]([O:9]CC)=O.CC[N:17]([CH:21]([CH3:23])C)[CH:18]([CH3:20])C.[CH3:24][CH2:25]O. Given the product [N:17]1([NH:1][C:2]2[S:3][CH:6]([CH:12]([CH3:13])[CH3:14])[C:7](=[O:9])[N:4]=2)[CH2:18][CH2:20][CH2:25][CH2:24][CH2:23][CH2:21]1, predict the reactants needed to synthesize it.